Dataset: Forward reaction prediction with 1.9M reactions from USPTO patents (1976-2016). Task: Predict the product of the given reaction. (1) Given the reactants [CH2:1]([NH:8][C@@H:9]([CH2:12][O:13][Si:14]([C:27]([CH3:30])([CH3:29])[CH3:28])([C:21]1[CH:26]=[CH:25][CH:24]=[CH:23][CH:22]=1)[C:15]1[CH:20]=[CH:19][CH:18]=[CH:17][CH:16]=1)[CH2:10][OH:11])[C:2]1[CH:7]=[CH:6][CH:5]=[CH:4][CH:3]=1.[CH2:31]([C@H:33]1[O:35][CH2:34]1)Cl.Cl([O-])(=O)(=O)=O.[Li+].C[O-].[Na+].[NH4+].[Cl-], predict the reaction product. The product is: [CH2:1]([N:8]1[C@@H:9]([CH2:12][O:13][Si:14]([C:27]([CH3:30])([CH3:29])[CH3:28])([C:21]2[CH:26]=[CH:25][CH:24]=[CH:23][CH:22]=2)[C:15]2[CH:16]=[CH:17][CH:18]=[CH:19][CH:20]=2)[CH2:10][O:11][C@@H:33]([CH2:34][OH:35])[CH2:31]1)[C:2]1[CH:3]=[CH:4][CH:5]=[CH:6][CH:7]=1. (2) Given the reactants [C:1]([OH:4])(=[O:3])[CH3:2].[CH:5]([NH2:7])=[O:6].CN([CH:11]=[O:12])C.[CH3:13][C:14](N(C)C)=[O:15], predict the reaction product. The product is: [CH:5]([NH2:7])=[O:6].[C:1]([O:4][C:14](=[O:15])[CH3:13])(=[O:3])[CH3:2].[C:1]([O:4][C:11](=[O:12])[CH2:13][CH3:14])(=[O:3])[CH2:2][CH3:5]. (3) Given the reactants [F:1][C:2]([F:11])([F:10])[C:3]1[CH:9]=[CH:8][C:6]([NH2:7])=[CH:5][CH:4]=1.C(N(CC)CC)C.[Cl-].ClC1N(C)CC[NH+]1C.[CH3:28][O:29][C:30]1[C:31](=[O:54])[C:32]([CH3:53])=[C:33]([CH2:39][C:40]2[CH:41]=[CH:42][C:43]([O:49][C:50](=[O:52])[CH3:51])=[C:44]([CH:48]=2)[C:45](O)=[O:46])[C:34](=[O:38])[C:35]=1[O:36][CH3:37], predict the reaction product. The product is: [CH3:28][O:29][C:30]1[C:31](=[O:54])[C:32]([CH3:53])=[C:33]([CH2:39][C:40]2[CH:41]=[CH:42][C:43]([O:49][C:50](=[O:52])[CH3:51])=[C:44]([CH:48]=2)[C:45]([NH:7][C:6]2[CH:8]=[CH:9][C:3]([C:2]([F:10])([F:11])[F:1])=[CH:4][CH:5]=2)=[O:46])[C:34](=[O:38])[C:35]=1[O:36][CH3:37]. (4) Given the reactants C([O:4][C:5]1[CH:6]=[C:7]2[C:12](=[CH:13][CH:14]=1)[C@@:11]([C:16]([F:19])([F:18])[F:17])([CH3:15])[O:10][CH2:9][CH2:8]2)(=O)C.CO.C(=O)([O-])[O-].[K+].[K+].Cl, predict the reaction product. The product is: [OH:4][C:5]1[CH:6]=[C:7]2[C:12](=[CH:13][CH:14]=1)[C@:11]([CH3:15])([C:16]([F:19])([F:17])[F:18])[O:10][CH2:9][CH2:8]2. (5) Given the reactants C(N(CC)CC)C.[Cl:8][CH2:9][C:10](Cl)=[O:11].[CH:13]1[C:26]2[C:17](=[N:18][C:19]([CH2:27][NH2:28])=[C:20]3[C:25]=2[CH:24]=[CH:23][CH:22]=[CH:21]3)[CH:16]=[CH:15][CH:14]=1, predict the reaction product. The product is: [Cl:8][CH2:9][C:10]([NH:28][CH2:27][C:19]1[N:18]=[C:17]2[C:26](=[C:25]3[C:20]=1[CH:21]=[CH:22][CH:23]=[CH:24]3)[CH:13]=[CH:14][CH:15]=[CH:16]2)=[O:11]. (6) Given the reactants [Cl:1][C:2]1[CH:3]=[C:4]([C:9]2([C:28]([F:31])([F:30])[F:29])[O:13][N:12]=[C:11]([C:14]3[C:22]4[N:18]([CH:19]=[CH:20][CH:21]=4)[C:17]([C:23]([O:25]CC)=[O:24])=[CH:16][CH:15]=3)[CH2:10]2)[CH:5]=[C:6]([Cl:8])[CH:7]=1.[OH-].[Na+].Cl, predict the reaction product. The product is: [Cl:8][C:6]1[CH:5]=[C:4]([C:9]2([C:28]([F:29])([F:31])[F:30])[O:13][N:12]=[C:11]([C:14]3[C:22]4[N:18]([CH:19]=[CH:20][CH:21]=4)[C:17]([C:23]([OH:25])=[O:24])=[CH:16][CH:15]=3)[CH2:10]2)[CH:3]=[C:2]([Cl:1])[CH:7]=1. (7) The product is: [CH2:1]([C:3]1[O:7][C:6]([NH:8][C:23]([CH:21]2[C:22]3[CH:9]=[CH:10][CH:11]=[CH:12][C:13]=3[O:14][C:15]3[C:20]2=[CH:19][CH:18]=[CH:17][CH:16]=3)=[O:24])=[N:5][CH:4]=1)[CH3:2]. Given the reactants [CH2:1]([C:3]1[O:7][C:6]([NH2:8])=[N:5][CH:4]=1)[CH3:2].[CH:9]1[C:22]2[CH:21]([C:23](Cl)=[O:24])[C:20]3[C:15](=[CH:16][CH:17]=[CH:18][CH:19]=3)[O:14][C:13]=2[CH:12]=[CH:11][CH:10]=1, predict the reaction product. (8) Given the reactants [CH3:1][O:2][C:3]1[CH:22]=[CH:21][C:6]([CH2:7][C@@H:8]2[C:12]3=[N:13][C:14]4[CH:19]=[CH:18][CH:17]=[CH:16][C:15]=4[N:11]3[C:10](=[O:20])[NH:9]2)=[CH:5][CH:4]=1.[NH2:23][C@@H:24]1[CH2:29][CH2:28][CH2:27][CH2:26][C@H:25]1[C:30]([O:32][CH2:33][CH3:34])=[O:31].C(O)(C(F)(F)F)=O, predict the reaction product. The product is: [NH:13]1[C:14]2[CH:19]=[CH:18][CH:17]=[CH:16][C:15]=2[N:11]=[C:12]1[C@H:8]([NH:9][C:10](=[O:20])[NH:23][C@@H:24]1[CH2:29][CH2:28][CH2:27][CH2:26][C@H:25]1[C:30]([O:32][CH2:33][CH3:34])=[O:31])[CH2:7][C:6]1[CH:21]=[CH:22][C:3]([O:2][CH3:1])=[CH:4][CH:5]=1. (9) Given the reactants [C:1]([O:5][C:6]([N:8](C(OC(C)(C)C)=O)[CH2:9][CH2:10][C:11]1[CH:16]=[C:15]([CH3:17])[C:14]([Br:18])=[C:13]([CH3:19])[CH:12]=1)=[O:7])([CH3:4])([CH3:3])[CH3:2].FC(F)(F)C(O)=O, predict the reaction product. The product is: [Br:18][C:14]1[C:13]([CH3:19])=[CH:12][C:11]([CH2:10][CH2:9][NH:8][C:6](=[O:7])[O:5][C:1]([CH3:4])([CH3:3])[CH3:2])=[CH:16][C:15]=1[CH3:17]. (10) Given the reactants [NH:1]1[C:6]2[CH:7]=[CH:8][CH:9]=[CH:10][C:5]=2[C:4](=[O:11])OC1=O.S([O:17][CH2:18][CH2:19][O:20][NH2:21])(O)(=O)=O, predict the reaction product. The product is: [NH2:1][C:6]1[CH:7]=[CH:8][CH:9]=[CH:10][C:5]=1[C:4]([NH:21][O:20][CH2:19][CH2:18][OH:17])=[O:11].